This data is from Peptide-MHC class I binding affinity with 185,985 pairs from IEDB/IMGT. The task is: Regression. Given a peptide amino acid sequence and an MHC pseudo amino acid sequence, predict their binding affinity value. This is MHC class I binding data. (1) The peptide sequence is MLKLFTHDI. The MHC is HLA-A03:01 with pseudo-sequence HLA-A03:01. The binding affinity (normalized) is 0. (2) The peptide sequence is WHQARFEEL. The MHC is HLA-B58:01 with pseudo-sequence HLA-B58:01. The binding affinity (normalized) is 0.0847. (3) The peptide sequence is KEQLQLLMPL. The MHC is HLA-B40:01 with pseudo-sequence HLA-B40:01. The binding affinity (normalized) is 0.533. (4) The peptide sequence is FLAFFSNGV. The MHC is HLA-B46:01 with pseudo-sequence HLA-B46:01. The binding affinity (normalized) is 0.0847. (5) The peptide sequence is AIGLAWIPY. The MHC is HLA-A02:01 with pseudo-sequence HLA-A02:01. The binding affinity (normalized) is 0. (6) The peptide sequence is VETFYPKLQA. The MHC is HLA-B44:02 with pseudo-sequence HLA-B44:02. The binding affinity (normalized) is 0. (7) The peptide sequence is AVVSVSPLF. The MHC is Mamu-A02 with pseudo-sequence Mamu-A02. The binding affinity (normalized) is 1.00. (8) The peptide sequence is SRIGAWASK. The MHC is HLA-B15:01 with pseudo-sequence HLA-B15:01. The binding affinity (normalized) is 0.0847.